The task is: Predict the reactants needed to synthesize the given product.. This data is from Full USPTO retrosynthesis dataset with 1.9M reactions from patents (1976-2016). (1) Given the product [NH:8]1[CH2:13][CH2:12][CH:11]([CH2:14][CH2:15][CH2:16][CH2:17][NH:18][C:19](=[O:28])[CH2:20][CH2:21][C:22]2[CH:23]=[N:24][CH:25]=[CH:26][CH:27]=2)[CH2:10][CH2:9]1, predict the reactants needed to synthesize it. The reactants are: C1(C(C2C=CC=CC=2)[N:8]2[CH2:13][CH2:12][CH:11]([CH2:14][CH2:15][CH2:16][CH2:17][NH:18][C:19](=[O:28])[CH2:20][CH2:21][C:22]3[CH:23]=[N:24][CH:25]=[CH:26][CH:27]=3)[CH2:10][CH2:9]2)C=CC=CC=1.Cl.[H][H]. (2) Given the product [OH:32][CH:30]1[CH2:31][N:28]([C:23]([C:22]2[CH:21]=[CH:20][C:19]([S:16]([N:9]3[C:10]4[C:15](=[CH:14][CH:13]=[CH:12][CH:11]=4)[C:7]([C:1]4[CH:6]=[CH:5][CH:4]=[CH:3][CH:2]=4)=[CH:8]3)(=[O:18])=[O:17])=[CH:27][CH:26]=2)=[O:25])[CH2:29]1, predict the reactants needed to synthesize it. The reactants are: [C:1]1([C:7]2[C:15]3[C:10](=[CH:11][CH:12]=[CH:13][CH:14]=3)[N:9]([S:16]([C:19]3[CH:27]=[CH:26][C:22]([C:23]([OH:25])=O)=[CH:21][CH:20]=3)(=[O:18])=[O:17])[CH:8]=2)[CH:6]=[CH:5][CH:4]=[CH:3][CH:2]=1.[NH:28]1[CH2:31][CH:30]([OH:32])[CH2:29]1.C(N(CC)CC)C.N1(O[P+](N(C)C)(N(C)C)N(C)C)C2C=CC=CC=2N=N1. (3) Given the product [Cl:1][C:2]1[CH:3]=[C:4](/[CH:5]=[CH:6]/[C:7]([N:19]2[CH2:25][CH2:24][C:23](=[O:26])[NH:22][CH2:21][CH2:20]2)=[O:9])[CH:10]=[CH:11][CH:12]=1, predict the reactants needed to synthesize it. The reactants are: [Cl:1][C:2]1[CH:3]=[C:4]([CH:10]=[CH:11][CH:12]=1)/[CH:5]=[CH:6]/[C:7]([OH:9])=O.C(Cl)(=O)C(Cl)=O.[NH:19]1[CH2:25][CH2:24][C:23](=[O:26])[NH:22][CH2:21][CH2:20]1.C(N(CC)CC)C. (4) Given the product [ClH:34].[CH3:31][N:32]([CH3:33])[CH2:3][C@H:2]([OH:1])[CH2:4][N:5]1[C:13]2[C:8](=[CH:9][C:10]([N:14]3[CH:19]=[CH:18][C:17]([C:20]4[CH:25]=[CH:24][C:23]([C:26]([F:27])([F:29])[F:28])=[CH:22][CH:21]=4)=[CH:16][C:15]3=[O:30])=[CH:11][CH:12]=2)[CH:7]=[N:6]1, predict the reactants needed to synthesize it. The reactants are: [O:1]1[CH2:3][C@H:2]1[CH2:4][N:5]1[C:13]2[C:8](=[CH:9][C:10]([N:14]3[CH:19]=[CH:18][C:17]([C:20]4[CH:25]=[CH:24][C:23]([C:26]([F:29])([F:28])[F:27])=[CH:22][CH:21]=4)=[CH:16][C:15]3=[O:30])=[CH:11][CH:12]=2)[CH:7]=[N:6]1.[CH3:31][NH:32][CH3:33].[ClH:34]. (5) The reactants are: [C:1]([O:5][C:6](=[O:18])[N:7]([C:9]1[CH:14]=[C:13]([O:15][CH3:16])[CH:12]=[CH:11][C:10]=1[NH2:17])[CH3:8])([CH3:4])([CH3:3])[CH3:2].[O:19]=[C:20]1[NH:24][C:23](=[O:25])[CH:22]([CH2:26][C:27]2[CH:37]=[CH:36][C:30]([O:31][CH2:32][C:33](O)=[O:34])=[CH:29][CH:28]=2)[S:21]1.C(N(CC)CC)C.C(=O)([O-])O.[Na+]. Given the product [C:1]([O:5][C:6](=[O:18])[N:7]([C:9]1[CH:14]=[C:13]([O:15][CH3:16])[CH:12]=[CH:11][C:10]=1[NH:17][C:33](=[O:34])[CH2:32][O:31][C:30]1[CH:29]=[CH:28][C:27]([CH2:26][CH:22]2[S:21][C:20](=[O:19])[NH:24][C:23]2=[O:25])=[CH:37][CH:36]=1)[CH3:8])([CH3:4])([CH3:2])[CH3:3], predict the reactants needed to synthesize it. (6) Given the product [Cl:43][C:25]1[C:26]([NH:28][C:29]2[CH:34]=[CH:33][C:32]([N:35]3[CH2:36][CH2:37][O:38][CH2:39][CH2:40]3)=[CH:31][C:30]=2[O:41][CH3:42])=[N:27][C:22]([NH:20][C:4]2[CH:5]=[CH:6][C:7]3[CH2:13][CH:12]([N:14]4[CH2:19][CH2:18][O:17][CH2:16][CH2:15]4)[CH2:11][CH2:10][CH2:9][C:8]=3[C:3]=2[O:2][CH3:1])=[N:23][CH:24]=1, predict the reactants needed to synthesize it. The reactants are: [CH3:1][O:2][C:3]1[C:8]2[CH2:9][CH2:10][CH2:11][CH:12]([N:14]3[CH2:19][CH2:18][O:17][CH2:16][CH2:15]3)[CH2:13][C:7]=2[CH:6]=[CH:5][C:4]=1[NH2:20].Cl[C:22]1[N:27]=[C:26]([NH:28][C:29]2[CH:34]=[CH:33][C:32]([N:35]3[CH2:40][CH2:39][O:38][CH2:37][CH2:36]3)=[CH:31][C:30]=2[O:41][CH3:42])[C:25]([Cl:43])=[CH:24][N:23]=1. (7) The reactants are: C[Si]([N-][Si](C)(C)C)(C)C.[K+].[CH:11]([C:13]1[CH:14]=[CH:15][C:16]([O:28][CH2:29][C:30]2[CH:35]=[CH:34][CH:33]=[CH:32][CH:31]=2)=[C:17]([CH:27]=1)[C:18]([NH:20][C:21]1[CH:22]=[N:23][CH:24]=[CH:25][CH:26]=1)=[O:19])=O.[C:36]([O:39][CH2:40][CH3:41])(=[O:38])[CH3:37].CCCCCC. Given the product [C:30]1([CH2:29][O:28][C:16]2[CH:15]=[CH:14][C:13](/[CH:11]=[CH:37]\[C:36]([O:39][CH2:40][CH3:41])=[O:38])=[CH:27][C:17]=2[C:18]([NH:20][C:21]2[CH:22]=[N:23][CH:24]=[CH:25][CH:26]=2)=[O:19])[CH:35]=[CH:34][CH:33]=[CH:32][CH:31]=1, predict the reactants needed to synthesize it. (8) Given the product [CH2:1]([N:8]1[C:16]2[C:11](=[CH:12][C:13]([O:17][CH3:18])=[CH:14][CH:15]=2)[CH:10]([CH3:19])[CH2:9]1)[C:2]1[CH:3]=[CH:4][CH:5]=[CH:6][CH:7]=1, predict the reactants needed to synthesize it. The reactants are: [CH2:1]([N:8]1[C:16]2[C:11](=[CH:12][C:13]([O:17][CH3:18])=[CH:14][CH:15]=2)[C:10]([CH3:19])=[CH:9]1)[C:2]1[CH:7]=[CH:6][CH:5]=[CH:4][CH:3]=1.C(O)(=O)C.C([BH3-])#N.[Na+].C([O-])(O)=O.[Na+]. (9) Given the product [CH3:11][NH:12][CH2:15][C:14]1[CH:9]=[CH:4][C:3]([CH:1]=[CH2:2])=[CH:17][CH:13]=1, predict the reactants needed to synthesize it. The reactants are: [CH:1]([CH:3](Cl)[C:4]1[CH:9]=CC=CC=1)=[CH2:2].[CH3:11][NH2:12].[CH2:13]1[CH2:17]O[CH2:15][CH2:14]1. (10) Given the product [CH3:1][C:2]([CH3:38])([CH2:7][O:8][C:9]1[CH:10]=[CH:11][C:12]([C:15]2[CH:20]=[CH:19][C:18]([C:21]3[NH:25][C:24]([C:26]([F:28])([F:27])[F:29])=[CH:23][N:22]=3)=[CH:17][N:16]=2)=[CH:13][CH:14]=1)[C:3]([O:5][CH3:6])=[O:4], predict the reactants needed to synthesize it. The reactants are: [CH3:1][C:2]([CH3:38])([CH2:7][O:8][C:9]1[CH:14]=[CH:13][C:12]([C:15]2[CH:20]=[CH:19][C:18]([C:21]3[N:22](COCC[Si](C)(C)C)[CH:23]=[C:24]([C:26]([F:29])([F:28])[F:27])[N:25]=3)=[CH:17][N:16]=2)=[CH:11][CH:10]=1)[C:3]([O:5][CH3:6])=[O:4].